Dataset: Full USPTO retrosynthesis dataset with 1.9M reactions from patents (1976-2016). Task: Predict the reactants needed to synthesize the given product. (1) Given the product [Cl:19][C:13]1[CH:14]=[CH:15][CH:16]=[C:17]([Cl:18])[C:12]=1[CH2:11][C:9]1[O:8][C:4]2[N:5]=[CH:6][N:7]=[C:2]([NH:28][C:25]3[CH:26]=[CH:27][C:22]([C:21]([F:20])([F:29])[F:30])=[CH:23][CH:24]=3)[C:3]=2[N:10]=1, predict the reactants needed to synthesize it. The reactants are: Cl[C:2]1[C:3]2[N:10]=[C:9]([CH2:11][C:12]3[C:17]([Cl:18])=[CH:16][CH:15]=[CH:14][C:13]=3[Cl:19])[O:8][C:4]=2[N:5]=[CH:6][N:7]=1.[F:20][C:21]([F:30])([F:29])[C:22]1[CH:27]=[CH:26][C:25]([NH2:28])=[CH:24][CH:23]=1.CC1C=CC(S(O)(=O)=O)=CC=1.O. (2) Given the product [C:1]([C:5]1[CH:6]=[CH:7][C:8]2[O:12][C:11]([C:13]3[CH:14]=[C:15]([CH:27]=[C:28]([N+:30]([O-:32])=[O:31])[CH:29]=3)[C:16]([N:18]([C:19]3[CH:24]=[CH:23][CH:22]=[C:21]([Cl:25])[C:20]=3[CH3:26])[CH3:34])=[O:17])=[N:10][C:9]=2[CH:33]=1)([CH3:4])([CH3:2])[CH3:3], predict the reactants needed to synthesize it. The reactants are: [C:1]([C:5]1[CH:6]=[CH:7][C:8]2[O:12][C:11]([C:13]3[CH:14]=[C:15]([CH:27]=[C:28]([N+:30]([O-:32])=[O:31])[CH:29]=3)[C:16]([NH:18][C:19]3[CH:24]=[CH:23][CH:22]=[C:21]([Cl:25])[C:20]=3[CH3:26])=[O:17])=[N:10][C:9]=2[CH:33]=1)([CH3:4])([CH3:3])[CH3:2].[CH3:34]I.[H-].[Na+].Cl. (3) The reactants are: [N:1]([C@:4]1([CH2:19][OH:20])[O:8][C@@H:7]([N:9]2[CH:14]=[CH:13][C:12](=[O:15])[NH:11][C:10]2=[O:16])[C@H:6]([OH:17])[C@@H:5]1[F:18])=[N+:2]=[N-:3].C([Mg]Cl)(C)(C)C.Cl[C:28]1[CH:37]=[CH:36][C:35]2[C:30](=[CH:31][CH:32]=[CH:33][CH:34]=2)[C:29]=1[O:38][P:39](=[N:41][C@@H:42]([CH3:48])[C:43]([O:45][CH2:46][CH3:47])=[O:44])=[O:40].CO. Given the product [CH2:46]([O:45][C:43](=[O:44])[C@@H:42]([N:41]=[P:39]([O:38][C:29]1[C:30]2[C:35](=[CH:34][CH:33]=[CH:32][CH:31]=2)[CH:36]=[CH:37][C:28]=1[O:20][CH2:19][C@:4]1([N:1]=[N+:2]=[N-:3])[C@@H:5]([F:18])[C@@H:6]([OH:17])[C@H:7]([N:9]2[CH:14]=[CH:13][C:12](=[O:15])[NH:11][C:10]2=[O:16])[O:8]1)=[O:40])[CH3:48])[CH3:47], predict the reactants needed to synthesize it. (4) Given the product [Cl:19][C:2]1[N:3]=[C:4]2[NH:11][C@:10]([CH3:16])([C:12]([F:15])([F:14])[F:13])[CH2:9][N:5]2[C:6](=[O:8])[CH:7]=1, predict the reactants needed to synthesize it. The reactants are: O[C:2]1[N:3]=[C:4]2[NH:11][C@:10]([CH3:16])([C:12]([F:15])([F:14])[F:13])[CH2:9][N:5]2[C:6](=[O:8])[CH:7]=1.P(Cl)(Cl)([Cl:19])=O. (5) The reactants are: [F:1][C:2]([F:7])([F:6])[C@@H:3]1[CH2:5][O:4]1.[CH2:8]([CH:15]1[CH2:19][CH2:18][NH:17][CH2:16]1)[C:9]1[CH:14]=[CH:13][CH:12]=[CH:11][CH:10]=1. Given the product [CH2:8]([CH:15]1[CH2:19][CH2:18][N:17]([CH2:5][C@H:3]([OH:4])[C:2]([F:7])([F:6])[F:1])[CH2:16]1)[C:9]1[CH:14]=[CH:13][CH:12]=[CH:11][CH:10]=1, predict the reactants needed to synthesize it.